Dataset: Experimentally validated miRNA-target interactions with 360,000+ pairs, plus equal number of negative samples. Task: Binary Classification. Given a miRNA mature sequence and a target amino acid sequence, predict their likelihood of interaction. (1) The miRNA is mmu-miR-3072-3p with sequence UGCCCCCUCCAGGAAGCCUUCU. The protein sequence of the target gene is MTHSPATSEDEERHSASECPEGGSESDSSPDGPGRGPQGTRGRGSGAPGNLASTRGLQGRSMSVPDDAHFSMMVFRIGIPDLHQTKCLRFNPDATIWTAKQQVLCALSESLQDVLNYGLFQPATSGRDANFLEEERLLREYPQSFEKGVPYLEFRYKTRVYKQTNLDEKQLAKLHTKTGLKKFLEYVQLGTSDKVARLLDKGLDPNYHDSDSGETPLTLAAQTEGSVEVIRTLCLGGAHIDFRARDGMTALHKAACARHCLALTALLDLGGSPNYKDRRGLTPLFHTAMVGGDPRCCELL.... Result: 0 (no interaction). (2) Result: 1 (interaction). The protein sequence of the target gene is MKALIVLGLVLLSVTVQGKVFERCELARTLKRLGMDGYRGISLANWMCLAKWESGYNTRATNYNAGDRSTDYGIFQINSRYWCNDGKTPGAVNACHLSCSALLQDNIADAVACAKRVVRDPQGIRAWVAWRNRCQNRDVRQYVQGCGV. The miRNA is hsa-miR-6086 with sequence GGAGGUUGGGAAGGGCAGAG. (3) The miRNA is hsa-miR-301a-3p with sequence CAGUGCAAUAGUAUUGUCAAAGC. The protein sequence of the target gene is MGNENSTSDHQRTSSVQSPRSLQPPGKSQSLQKQQGDLPGSCAGSIPGTDDVIQPAAPVDPGHPPLAGIGSNQGEVCTSLQLSYTIVTVQSASPSAARASPAPLAPEHTASAPSAAGPGVEVTPTGSPQHLAKNEPRSSDSEEAFETPESTTPVKAPPAPPPPPPEVTPEPEVIDPPAPEEPGCISEPPVVVPDGPRSSESVEGSPFRPSHSSSAVFDEDKPIASSGTYNLDFDSIELVDNFQSLEPCSADSKGQECKVSTRRKSTESVPPSKSTLSRSLSLQASDFDGASCPGSPEAGT.... Result: 0 (no interaction). (4) The miRNA is mmu-miR-294-5p with sequence ACUCAAAAUGGAGGCCCUAUCU. The protein sequence of the target gene is MANAGLQLLGFILASLGWIGSIVSTALPQWKIYSYAGDNIVTAQAIYEGLWMSCVSQSTGQIQCKVFDSLLNLNSTLQATRALMVIGILLGLIAIFVSTIGMKCMRCLEDDEVQKMWMAVIGGIIFLISGLATLVATAWYGNRIVQEFYDPLTPINARYEFGQALFTGWAAASLCLLGGVLLSCSCPRKTTSYPTPRPYPKPTPSSGKDYV. Result: 0 (no interaction). (5) The miRNA is mmu-miR-465a-3p with sequence GAUCAGGGCCUUUCUAAGUAGA. The protein sequence of the target gene is MEDFATRTYGTSGLDNRPLFGETSAKDRIINLVVGSLTSLLILVTLISAFVFPQLPPKPLNIFFAVCISLSSITACILIYWYRQGDLEPKFRKLIYYIIFSIIMLCICANLYFHDVGR. Result: 0 (no interaction). (6) The miRNA is mmu-miR-367-3p with sequence AAUUGCACUUUAGCAAUGGUGA. The protein sequence of the target gene is MGWITEDLIRRNAEHNDCVIFSLEELSLHQQEIERLEHIDKWCRDLKILYLQNNLIGKIENVSKLKKLEYLNLALNNIEKIENLEGCEELAKLDLTVNFIGELSSIKNLQHNIHLKELFLMGNPCASFDHYREFVVATLPQLKWLDGKEIEPSERIKALQDYSVIEPQIREQEKDHCLKRAKLKEEAQRKHQEEDKNEDKRSNAGFDGRWYTDINATLSSLESKDHLQAPDTEEHNTKKLDNSEDDLEFWNKPCLFTPESRLETLRHMEKQRKKQEKLSEKKKKVKPPRTLITEDGKALN.... Result: 0 (no interaction). (7) The miRNA is cel-miR-1829a-3p with sequence CAACCAUUGGAAUUUCUCUAUU. The protein sequence of the target gene is MASLFRSYLPAIWLLLSQLLRESLAAELRGCGPRFGKHLLSYCPMPEKTFTTTPGGWLLESGRPKEMVSTSNNKDGQALGTTSEFIPNLSPELKKPLSEGQPSLKKIILSRKKRSGRHRFDPFCCEVICDDGTSVKLCT. Result: 0 (no interaction). (8) The miRNA is mmu-miR-669c-3p with sequence UACACACACACACACAAGUAAA. The protein sequence of the target gene is MSVTEEDLCHHMKVVVRVRPENTKEKAAGFHKVVHVVDKHILVFDPKQEEVSFFHGKKTTNQNVIKKQNKDLKFVFDAVFDETSTQSEVFEHTTKPILRSFLNGYNCTVLAYGATGAGKTHTMLGSADEPGVMYLTMLHLYKCMDEIKEEKICSTAVSYLEVYNEQIRDLLVNSGPLAVREDTQKGVVVHGLTLHQPKSSEEILHLLDNGNKNRTQHPTDMNATSSRSHAVFQIYLRQQDKTASINQNVRIAKMSLIDLAGSERASTSGAKGTRFVEGTNINRSLLALGNVINALADSKR.... Result: 0 (no interaction). (9) The miRNA is rno-miR-145-5p with sequence GUCCAGUUUUCCCAGGAAUCCCU. The protein sequence of the target gene is MSKVIQKKNHWTSRVHECTVKRGPQGELGVTVLGGAEHGEFPYVGAVAAVEAAGLPGGGEGPRLGEGELLLEVQGVRVSGLPRYDVLGVIDSCKEAVTFKAVRQGGRLNKDLRHFLNQRFQKGSPDHELQQTIRDNLYRHAVPCTTRSPREGEVPGVDYNFLTVKEFLDLEQSGTLLEVGTYEGNYYGTPKPPSQPVSGKVITTDALHSLQSGSKQSTPKRTKSYNDMQNAGIVHAENEEEDDVPEMNSSFTADSGEQEEHTLQETALPPVNSSIIAAPITDPSQKFPQYLPLSAEDNLG.... Result: 0 (no interaction). (10) The miRNA is hsa-miR-6514-5p with sequence UAUGGAGUGGACUUUCAGCUGGC. The protein sequence of the target gene is MSPWLKWHGPAMARLWGLCLLVLGFWRASLACPTSCKCSSARIWCTEPSPGIVAFPRLEPNSVDPENITEILIANQKRLEIINEDDVEAYVGLRNLTIVDSGLKFVAYKAFLKNSNLRHINFTRNKLTSLSRRHFRHLDLSDLILTGNPFTCSCDIMWLKTLQETKSSPDTQDLYCLNESSKNMPLANLQIPNCGLPSARLAAPNLTVEEGKSVTLSCSVGGDPLPTLYWDVGNLVSKHMNETSHTQGSLRITNISSDDSGKQISCVAENLVGEDQDSVNLTVHFAPTITFLESPTSDHH.... Result: 0 (no interaction).